From a dataset of Reaction yield outcomes from USPTO patents with 853,638 reactions. Predict the reaction yield, written as a fraction of the theoretical maximum amount of product (1.0 means a 100% yield; for example, 0.34 means a 34% yield). (1) The catalyst is C1(C)C=CC=CC=1.C(Cl)Cl. The reactants are [CH3:1][S:2]([C:5]1[CH:13]=[C:12]2[C:8]([CH2:9][CH2:10][CH:11]2O)=[CH:7][CH:6]=1)(=[O:4])=[O:3].C1(C)C=CC(S(O)(=O)=O)=CC=1. The yield is 0.300. The product is [CH3:1][S:2]([C:5]1[CH:13]=[C:12]2[C:8](=[CH:7][CH:6]=1)[CH2:9][CH:10]=[CH:11]2)(=[O:3])=[O:4]. (2) The reactants are [F:1][C:2]1[CH:10]=[CH:9][CH:8]=[C:7]([F:11])[C:3]=1[C:4](=[S:6])[NH2:5].C([CH:14](Br)[C:15](=O)[C:16]([O-:18])=[O:17])C.[CH2:21](O)[CH3:22]. No catalyst specified. The product is [F:1][C:2]1[CH:10]=[CH:9][CH:8]=[C:7]([F:11])[C:3]=1[C:4]1[S:6][CH:14]=[C:15]([C:16]([O:18][CH2:21][CH3:22])=[O:17])[N:5]=1. The yield is 0.840.